From a dataset of Full USPTO retrosynthesis dataset with 1.9M reactions from patents (1976-2016). Predict the reactants needed to synthesize the given product. (1) Given the product [CH3:52][C:53]12[CH2:58][CH:57]3[CH2:56][C:55]([CH3:61])([CH2:7][C:6]([NH:5][C:8](=[O:9])[O:10][CH2:11]/[CH:12]=[C:13](\[CH3:30])/[CH2:14][CH2:15]/[CH:16]=[C:17](\[CH3:29])/[CH2:18][CH2:19]/[CH:20]=[C:21](\[CH3:28])/[CH2:22][CH2:23][CH:24]=[C:25]([CH3:26])[CH3:27])([CH2:59]3)[CH2:62]1)[CH2:54]2, predict the reactants needed to synthesize it. The reactants are: CN1[CH2:7][CH2:6][N:5]([C:8]([O:10][CH2:11][CH:12]=[C:13]([CH3:30])[CH2:14][CH2:15][CH:16]=[C:17]([CH3:29])[CH2:18][CH2:19][CH:20]=[C:21]([CH3:28])[CH2:22][CH2:23][CH:24]=[C:25]([CH3:27])[CH3:26])=[O:9])CC1.C(C/C(/C)=C/CC/C(/C)=C/CO)/C=C(/CCC=C(C)C)\C.[CH3:52][C:53]12[CH2:62]C3(N)[CH2:61][CH:55]([CH2:56][C:57](C)([CH2:59]3)[CH2:58]1)[CH2:54]2.C1N=CN(C(N2C=NC=C2)=O)C=1. (2) Given the product [C:20]([O:19][C:17]([N:11]1[CH2:12][CH2:13][N:8]([CH2:1][C:2]2[CH:3]=[CH:4][CH:5]=[CH:6][CH:7]=2)[CH2:9][CH:10]1[CH2:14][CH2:15][OH:16])=[O:18])([CH3:23])([CH3:22])[CH3:21], predict the reactants needed to synthesize it. The reactants are: [CH2:1]([N:8]1[CH2:13][CH2:12][NH:11][C@@H:10]([CH2:14][CH2:15][OH:16])[CH2:9]1)[C:2]1[CH:7]=[CH:6][CH:5]=[CH:4][CH:3]=1.[C:17](O[C:17]([O:19][C:20]([CH3:23])([CH3:22])[CH3:21])=[O:18])([O:19][C:20]([CH3:23])([CH3:22])[CH3:21])=[O:18]. (3) Given the product [C:20]([O:19][C:17](=[O:18])[NH:12][C:10]([CH3:13])([CH3:11])[CH2:9][C:8](=[O:14])[CH3:7])([CH3:23])([CH3:22])[CH3:21], predict the reactants needed to synthesize it. The reactants are: C(O)(=O)C(O)=O.[CH3:7][C:8](=[O:14])[CH2:9][C:10]([CH3:13])([NH2:12])[CH3:11].[OH-].[Na+].[C:17](O[C:17]([O:19][C:20]([CH3:23])([CH3:22])[CH3:21])=[O:18])([O:19][C:20]([CH3:23])([CH3:22])[CH3:21])=[O:18].O. (4) The reactants are: [Br:1][C:2]1[CH:3]=[CH:4][C:5]([CH:8]([C@H:11]2[CH2:16][CH2:15][C@H:14]([C:17]([O:19][CH3:20])=[O:18])[CH2:13][CH2:12]2)[CH2:9]O)=[N:6][CH:7]=1.[H-].[Na+].CI.CN([CH:28]=[O:29])C. Given the product [Br:1][C:2]1[CH:3]=[CH:4][C:5]([C:8]([C@H:11]2[CH2:12][CH2:13][C@H:14]([C:17]([O:19][CH3:20])=[O:18])[CH2:15][CH2:16]2)([O:29][CH3:28])[CH3:9])=[N:6][CH:7]=1, predict the reactants needed to synthesize it. (5) Given the product [Cl:24][C:25]1[CH:26]=[C:27]([NH:28][C:2]2[C:11]3=[N:12][NH:13][CH:14]=[C:10]3[C:9]3[CH:8]=[CH:7][CH:6]=[CH:5][C:4]=3[N:3]=2)[CH:29]=[CH:30][CH:31]=1, predict the reactants needed to synthesize it. The reactants are: Cl[C:2]1[C:11]2=[N:12][N:13](CC3C=CC(OC)=CC=3)[CH:14]=[C:10]2[C:9]2[CH:8]=[CH:7][CH:6]=[CH:5][C:4]=2[N:3]=1.[Cl:24][C:25]1[CH:26]=[C:27]([CH:29]=[CH:30][CH:31]=1)[NH2:28].Cl.